This data is from Full USPTO retrosynthesis dataset with 1.9M reactions from patents (1976-2016). The task is: Predict the reactants needed to synthesize the given product. (1) Given the product [F:1][C:2]1[C:3]([C:21]2[CH:26]=[C:25]([F:27])[CH:24]=[CH:23][C:22]=2[O:28][CH3:29])=[C:4]2[CH:10]=[C:9]([C:11]3[CH2:16][CH2:15][N:14]([CH2:17][C:18]([N:70]4[CH2:73][CH:72]([OH:74])[CH2:71]4)=[O:19])[CH2:13][CH:12]=3)[NH:8][C:5]2=[N:6][CH:7]=1, predict the reactants needed to synthesize it. The reactants are: [F:1][C:2]1[C:3]([C:21]2[CH:26]=[C:25]([F:27])[CH:24]=[CH:23][C:22]=2[O:28][CH3:29])=[C:4]2[CH:10]=[C:9]([C:11]3[CH2:16][CH2:15][N:14]([CH2:17][C:18](O)=[O:19])[CH2:13][CH:12]=3)[NH:8][C:5]2=[N:6][CH:7]=1.F[P-](F)(F)(F)(F)F.N1(O[P+](N2CCCC2)(N2CCCC2)N2CCCC2)C2C=CC=CC=2N=N1.C(N(CC)CC)C.[NH:70]1[CH2:73][CH:72]([OH:74])[CH2:71]1.Cl. (2) Given the product [CH3:1][O:2][C:3](=[O:37])[CH2:4][CH2:5][C:6]1[CH:11]=[CH:10][C:9]([O:12][CH2:13][CH2:14][C:15]2[N:16]=[C:17]([C:21]3[CH:22]=[CH:23][CH:24]=[CH:25][CH:26]=3)[O:18][C:19]=2[CH3:20])=[CH:8][C:7]=1[CH2:27][CH2:28][NH2:29], predict the reactants needed to synthesize it. The reactants are: [CH3:1][O:2][C:3](=[O:37])[CH2:4][CH2:5][C:6]1[CH:11]=[CH:10][C:9]([O:12][CH2:13][CH2:14][C:15]2[N:16]=[C:17]([C:21]3[CH:26]=[CH:25][CH:24]=[CH:23][CH:22]=3)[O:18][C:19]=2[CH3:20])=[CH:8][C:7]=1[CH2:27][CH2:28][NH:29]C(OC(C)(C)C)=O.C(O)(C(F)(F)F)=O.O.